This data is from Catalyst prediction with 721,799 reactions and 888 catalyst types from USPTO. The task is: Predict which catalyst facilitates the given reaction. (1) Reactant: [N+:1]([C:4]1[CH:5]=[C:6]([CH:20]=[CH:21][CH:22]=1)[CH2:7][CH2:8][N:9]1C(=O)C2=CC=CC=C2C1=O)([O-:3])=[O:2].NN. Product: [N+:1]([C:4]1[CH:5]=[C:6]([CH:20]=[CH:21][CH:22]=1)[CH2:7][CH2:8][NH2:9])([O-:3])=[O:2]. The catalyst class is: 8. (2) Reactant: [F:1][C:2]1[CH:9]=[CH:8][CH:7]=[C:6]([C:10]([F:13])([F:12])[F:11])[C:3]=1[C:4]#[N:5].CO. Product: [F:1][C:2]1[CH:9]=[CH:8][CH:7]=[C:6]([C:10]([F:11])([F:12])[F:13])[C:3]=1[CH2:4][NH2:5]. The catalyst class is: 1.